From a dataset of Peptide-MHC class I binding affinity with 185,985 pairs from IEDB/IMGT. Regression. Given a peptide amino acid sequence and an MHC pseudo amino acid sequence, predict their binding affinity value. This is MHC class I binding data. (1) The peptide sequence is SSPPIPMSR. The MHC is HLA-A33:01 with pseudo-sequence HLA-A33:01. The binding affinity (normalized) is 0.108. (2) The peptide sequence is LFTAVTNFLL. The MHC is Patr-A0901 with pseudo-sequence Patr-A0901. The binding affinity (normalized) is 0.592. (3) The peptide sequence is FSYYNAATI. The MHC is H-2-Kb with pseudo-sequence H-2-Kb. The binding affinity (normalized) is 0.630. (4) The peptide sequence is HPEIVIYQY. The MHC is HLA-A30:02 with pseudo-sequence HLA-A30:02. The binding affinity (normalized) is 0.243. (5) The peptide sequence is GLVMGHQRM. The MHC is Patr-A0701 with pseudo-sequence Patr-A0701. The binding affinity (normalized) is 0.0964. (6) The binding affinity (normalized) is 0.622. The peptide sequence is IAFCNWAFV. The MHC is HLA-A69:01 with pseudo-sequence HLA-A69:01. (7) The peptide sequence is KVDDTFYYV. The MHC is HLA-A02:12 with pseudo-sequence HLA-A02:12. The binding affinity (normalized) is 0.936. (8) The peptide sequence is LVAPHMAMM. The MHC is HLA-A26:02 with pseudo-sequence HLA-A26:02. The binding affinity (normalized) is 1.00.